This data is from Forward reaction prediction with 1.9M reactions from USPTO patents (1976-2016). The task is: Predict the product of the given reaction. (1) Given the reactants [CH:1]1([CH2:4][O:5][C:6]2[CH:29]=[CH:28][C:9]3[C:10]([CH2:13][CH2:14][CH:15]4[CH2:20][CH2:19][N:18]([C:21]([O:23][C:24]([CH3:27])([CH3:26])[CH3:25])=[O:22])[CH2:17][CH2:16]4)=[N:11][O:12][C:8]=3[C:7]=2CO)[CH2:3][CH2:2]1.C([N:34]([CH2:37]C)[CH2:35][CH3:36])C.CS(Cl)(=O)=O.CNC[C:47]1[CH:52]=[CH:51][C:50]([O:53][CH3:54])=[CH:49][C:48]=1[O:55][CH3:56], predict the reaction product. The product is: [CH:1]1([CH2:4][O:5][C:6]2[CH:29]=[CH:28][C:9]3[C:10]([CH2:13][CH2:14][CH:15]4[CH2:16][CH2:17][N:18]([C:21]([O:23][C:24]([CH3:26])([CH3:27])[CH3:25])=[O:22])[CH2:19][CH2:20]4)=[N:11][O:12][C:8]=3[C:7]=2[CH2:37][NH:34][CH2:35][CH2:36][C:47]2[CH:52]=[CH:51][C:50]([O:53][CH3:54])=[CH:49][C:48]=2[O:55][CH3:56])[CH2:2][CH2:3]1. (2) Given the reactants Br[C:2]1[CH:3]=[C:4]([CH:16]=[CH:17][C:18]=1[O:19][CH3:20])[CH:5]=[C:6]1[C:14]2[C:9](=[CH:10][CH:11]=[CH:12][CH:13]=2)[NH:8][C:7]1=[O:15].C(=O)([O-])[O-].[Na+].[Na+].[S:27]1[CH:31]=[CH:30][C:29](B(O)O)=[CH:28]1.O, predict the reaction product. The product is: [CH3:20][O:19][C:18]1[CH:17]=[CH:16][C:4]([CH:5]=[C:6]2[C:14]3[C:9](=[CH:10][CH:11]=[CH:12][CH:13]=3)[NH:8][C:7]2=[O:15])=[CH:3][C:2]=1[C:29]1[CH:30]=[CH:31][S:27][CH:28]=1. (3) Given the reactants I[C:2]1[CH:3]=[C:4]([CH3:13])[C:5]2[O:9][C:8](=[O:10])[N:7]([CH3:11])[C:6]=2[CH:12]=1.[CH3:14][O:15][C:16](=[O:22])[CH2:17][CH2:18][CH2:19][C:20]#[CH:21].C(N(CC)CC)C.O, predict the reaction product. The product is: [CH3:14][O:15][C:16](=[O:22])[CH2:17][CH2:18][CH2:19][C:20]#[C:21][C:2]1[CH:3]=[C:4]([CH3:13])[C:5]2[O:9][C:8](=[O:10])[N:7]([CH3:11])[C:6]=2[CH:12]=1. (4) Given the reactants [CH3:1][O:2][C:3]1[CH:8]=[CH:7][C:6](Cl)=[CH:5][CH:4]=1.P.C([O-])([O-])=O.[Cs+].[Cs+].[CH3:17][C:18]([CH3:20])=[O:19], predict the reaction product. The product is: [CH3:1][O:2][C:3]1[CH:8]=[CH:7][C:6]([CH2:17][C:18](=[O:19])[CH3:20])=[CH:5][CH:4]=1.